This data is from NCI-60 drug combinations with 297,098 pairs across 59 cell lines. The task is: Regression. Given two drug SMILES strings and cell line genomic features, predict the synergy score measuring deviation from expected non-interaction effect. (1) Drug 1: CN(C)C1=NC(=NC(=N1)N(C)C)N(C)C. Drug 2: CC1=C(C(=CC=C1)Cl)NC(=O)C2=CN=C(S2)NC3=CC(=NC(=N3)C)N4CCN(CC4)CCO. Cell line: T-47D. Synergy scores: CSS=2.31, Synergy_ZIP=-0.976, Synergy_Bliss=2.97, Synergy_Loewe=-9.52, Synergy_HSA=-0.120. (2) Drug 1: C1CC(=O)NC(=O)C1N2CC3=C(C2=O)C=CC=C3N. Drug 2: C1=CC(=CC=C1CCCC(=O)O)N(CCCl)CCCl. Cell line: BT-549. Synergy scores: CSS=15.6, Synergy_ZIP=-7.47, Synergy_Bliss=-5.88, Synergy_Loewe=-8.94, Synergy_HSA=-4.08. (3) Drug 1: CC=C1C(=O)NC(C(=O)OC2CC(=O)NC(C(=O)NC(CSSCCC=C2)C(=O)N1)C(C)C)C(C)C. Drug 2: C1CN(CCN1C(=O)CCBr)C(=O)CCBr. Cell line: UACC-257. Synergy scores: CSS=62.5, Synergy_ZIP=-0.371, Synergy_Bliss=0.0333, Synergy_Loewe=-40.9, Synergy_HSA=1.42. (4) Drug 1: C1CCC(C1)C(CC#N)N2C=C(C=N2)C3=C4C=CNC4=NC=N3. Drug 2: CC12CCC(CC1=CCC3C2CCC4(C3CC=C4C5=CN=CC=C5)C)O. Cell line: OVCAR-4. Synergy scores: CSS=10.1, Synergy_ZIP=-3.33, Synergy_Bliss=0.967, Synergy_Loewe=-2.48, Synergy_HSA=0.819. (5) Drug 1: CC1=C2C(C(=O)C3(C(CC4C(C3C(C(C2(C)C)(CC1OC(=O)C(C(C5=CC=CC=C5)NC(=O)C6=CC=CC=C6)O)O)OC(=O)C7=CC=CC=C7)(CO4)OC(=O)C)O)C)OC(=O)C. Drug 2: CC1C(C(CC(O1)OC2CC(CC3=C2C(=C4C(=C3O)C(=O)C5=C(C4=O)C(=CC=C5)OC)O)(C(=O)CO)O)N)O.Cl. Cell line: HCT-15. Synergy scores: CSS=19.9, Synergy_ZIP=-2.29, Synergy_Bliss=-0.741, Synergy_Loewe=-0.118, Synergy_HSA=0.343. (6) Drug 1: C1=C(C(=O)NC(=O)N1)F. Drug 2: C1CN1P(=S)(N2CC2)N3CC3. Cell line: UACC62. Synergy scores: CSS=38.8, Synergy_ZIP=-11.7, Synergy_Bliss=-15.8, Synergy_Loewe=-10.5, Synergy_HSA=-9.55. (7) Drug 1: C1=NC2=C(N=C(N=C2N1C3C(C(C(O3)CO)O)O)F)N. Drug 2: C(CC(=O)O)C(=O)CN.Cl. Cell line: NCI/ADR-RES. Synergy scores: CSS=6.65, Synergy_ZIP=-1.97, Synergy_Bliss=0.352, Synergy_Loewe=-27.9, Synergy_HSA=0.373. (8) Drug 1: CC1=C(C(CCC1)(C)C)C=CC(=CC=CC(=CC(=O)O)C)C. Drug 2: CS(=O)(=O)OCCCCOS(=O)(=O)C. Cell line: OVCAR-4. Synergy scores: CSS=1.79, Synergy_ZIP=2.35, Synergy_Bliss=6.93, Synergy_Loewe=-2.13, Synergy_HSA=-1.47. (9) Drug 1: CN(C)N=NC1=C(NC=N1)C(=O)N. Drug 2: CC1CCC2CC(C(=CC=CC=CC(CC(C(=O)C(C(C(=CC(C(=O)CC(OC(=O)C3CCCCN3C(=O)C(=O)C1(O2)O)C(C)CC4CCC(C(C4)OC)OCCO)C)C)O)OC)C)C)C)OC. Cell line: COLO 205. Synergy scores: CSS=21.5, Synergy_ZIP=5.22, Synergy_Bliss=4.95, Synergy_Loewe=-4.48, Synergy_HSA=5.83. (10) Drug 1: C1=C(C(=O)NC(=O)N1)F. Drug 2: C1=CC=C(C(=C1)C(C2=CC=C(C=C2)Cl)C(Cl)Cl)Cl. Cell line: MDA-MB-231. Synergy scores: CSS=12.8, Synergy_ZIP=-5.22, Synergy_Bliss=-2.41, Synergy_Loewe=-6.66, Synergy_HSA=-1.39.